Dataset: Reaction yield outcomes from USPTO patents with 853,638 reactions. Task: Predict the reaction yield, written as a fraction of the theoretical maximum amount of product (1.0 means a 100% yield; for example, 0.34 means a 34% yield). (1) The reactants are [F:1][C:2]1[CH:7]=[C:6]([CH3:8])[CH:5]=[CH:4][C:3]=1[NH:9][C:10]1[C:19]2[C:14](=[CH:15][C:16]([O:26][CH3:27])=[C:17]([CH:20]3[CH2:25][CH2:24][NH:23][CH2:22][CH2:21]3)[CH:18]=2)[N:13]=[N:12][C:11]=1[C:28]([NH2:30])=[O:29].C(N(C(C)C)C(C)C)C.[CH3:40][S:41](Cl)(=[O:43])=[O:42]. The catalyst is C(Cl)Cl.CN(C=O)C. The product is [F:1][C:2]1[CH:7]=[C:6]([CH3:8])[CH:5]=[CH:4][C:3]=1[NH:9][C:10]1[C:19]2[C:14](=[CH:15][C:16]([O:26][CH3:27])=[C:17]([CH:20]3[CH2:25][CH2:24][N:23]([S:41]([CH3:40])(=[O:43])=[O:42])[CH2:22][CH2:21]3)[CH:18]=2)[N:13]=[N:12][C:11]=1[C:28]([NH2:30])=[O:29]. The yield is 0.240. (2) The reactants are [CH3:1][CH:2]([C:11]1[CH:33]=[CH:32][C:14]([CH2:15][O:16][CH2:17][CH2:18][O:19][CH2:20][CH2:21][O:22][CH2:23][CH2:24][O:25]C2CCCCO2)=[CH:13][CH:12]=1)[CH2:3][CH2:4][CH2:5][CH2:6][CH2:7][CH2:8][CH2:9][CH3:10].CC1C=CC(S(O)(=O)=O)=CC=1.O. The catalyst is CO. The product is [CH3:1][CH:2]([C:11]1[CH:33]=[CH:32][C:14]([CH2:15][O:16][CH2:17][CH2:18][O:19][CH2:20][CH2:21][O:22][CH2:23][CH2:24][OH:25])=[CH:13][CH:12]=1)[CH2:3][CH2:4][CH2:5][CH2:6][CH2:7][CH2:8][CH2:9][CH3:10]. The yield is 0.450.